This data is from Reaction yield outcomes from USPTO patents with 853,638 reactions. The task is: Predict the reaction yield, written as a fraction of the theoretical maximum amount of product (1.0 means a 100% yield; for example, 0.34 means a 34% yield). (1) The reactants are OCC1C=C(NC(=O)OC2C=CC=CC=2)N(C2C=CC=CC=2)N=1.[Cl:24][C:25]1[C:26]([CH2:46][O:47]C2CCN(C(OC(C)(C)C)=O)CC2)=[N:27][N:28]([C:40]2[CH:45]=[CH:44][CH:43]=[CH:42][CH:41]=2)[C:29]=1[NH:30][C:31]([O:33][C:34]1[CH:39]=[CH:38][CH:37]=[CH:36][CH:35]=1)=[O:32]. No catalyst specified. The product is [Cl:24][C:25]1[C:26]([CH2:46][OH:47])=[N:27][N:28]([C:40]2[CH:41]=[CH:42][CH:43]=[CH:44][CH:45]=2)[C:29]=1[NH:30][C:31](=[O:32])[O:33][C:34]1[CH:35]=[CH:36][CH:37]=[CH:38][CH:39]=1. The yield is 0.280. (2) The reactants are C(OC([NH:8][N:9]([C:13]([C:15]1[S:16][C:17]2[CH2:18][CH2:19][O:20][C:21]3[CH:28]=[C:27]([Br:29])[CH:26]=[CH:25][C:22]=3[C:23]=2[N:24]=1)=[O:14])[CH:10]([CH3:12])[CH3:11])=O)(C)(C)C.[ClH:30].O1CCOCC1. The catalyst is CO. The product is [ClH:30].[CH:10]([N:9]([C:13]([C:15]1[S:16][C:17]2[CH2:18][CH2:19][O:20][C:21]3[CH:28]=[C:27]([Br:29])[CH:26]=[CH:25][C:22]=3[C:23]=2[N:24]=1)=[O:14])[NH2:8])([CH3:12])[CH3:11]. The yield is 0.960. (3) The reactants are [C:1]1([C:7]2[CH:12]=[C:11]([CH2:13][CH2:14][S:15](=[O:19])(=[O:18])[NH:16][CH3:17])[CH:10]=[CH:9][C:8]=2[NH:20][C:21]([C:23]2[N:24](COCC[Si](C)(C)C)[CH:25]=[C:26]([C:28]#[N:29])[N:27]=2)=[O:22])[CH2:6][CH2:5][CH2:4][CH2:3][CH:2]=1.CO.C(O)(C(F)(F)F)=O. The catalyst is C(Cl)Cl. The product is [C:1]1([C:7]2[CH:12]=[C:11]([CH2:13][CH2:14][S:15](=[O:18])(=[O:19])[NH:16][CH3:17])[CH:10]=[CH:9][C:8]=2[NH:20][C:21]([C:23]2[NH:24][CH:25]=[C:26]([C:28]#[N:29])[N:27]=2)=[O:22])[CH2:6][CH2:5][CH2:4][CH2:3][CH:2]=1. The yield is 0.110.